From a dataset of Forward reaction prediction with 1.9M reactions from USPTO patents (1976-2016). Predict the product of the given reaction. (1) Given the reactants [CH3:1][O:2][C:3](=[O:24])[CH2:4][CH2:5][CH2:6][C:7]1[CH:12]=[CH:11][CH:10]=[CH:9][C:8]=1[NH:13][C:14](=[O:23])[C:15]1[CH:20]=[CH:19][C:18]([Cl:21])=[C:17]([Br:22])[CH:16]=1.[H-].[Na+].I[CH3:28], predict the reaction product. The product is: [CH3:1][O:2][C:3](=[O:24])[CH2:4][CH2:5][CH2:6][C:7]1[CH:12]=[CH:11][CH:10]=[CH:9][C:8]=1[N:13]([C:14](=[O:23])[C:15]1[CH:20]=[CH:19][C:18]([Cl:21])=[C:17]([Br:22])[CH:16]=1)[CH3:28]. (2) Given the reactants [C:1]([C:5]1[N:10]=[C:9]([CH:11]2[CH2:14][CH2:13][CH2:12]2)[CH:8]=[C:7]([N:15]2[CH2:20][CH2:19][NH:18][CH2:17][CH2:16]2)[N:6]=1)([CH3:4])([CH3:3])[CH3:2].[Cl:21][CH2:22][CH2:23][CH2:24][CH2:25][N:26]1[C:32]2[CH:33]=[CH:34][CH:35]=[CH:36][C:31]=2[C:30](=[O:37])[CH2:29][CH2:28][C:27]1=[O:38], predict the reaction product. The product is: [ClH:21].[C:1]([C:5]1[N:6]=[C:7]([N:15]2[CH2:20][CH2:19][N:18]([CH2:22][CH2:23][CH2:24][CH2:25][N:26]3[C:32]4[CH:33]=[CH:34][CH:35]=[CH:36][C:31]=4[C:30](=[O:37])[CH2:29][CH2:28][C:27]3=[O:38])[CH2:17][CH2:16]2)[CH:8]=[C:9]([CH:11]2[CH2:12][CH2:13][CH2:14]2)[N:10]=1)([CH3:4])([CH3:2])[CH3:3]. (3) Given the reactants [F:1][C:2]1[CH:7]=[CH:6][C:5]([C@@H:8]2[CH2:13][CH2:12][NH:11][CH2:10][C@H:9]2[CH2:14][OH:15])=[CH:4][CH:3]=1.C(N(CC)CC)C.[C:23](O[C:23]([O:25][C:26]([CH3:29])([CH3:28])[CH3:27])=[O:24])([O:25][C:26]([CH3:29])([CH3:28])[CH3:27])=[O:24], predict the reaction product. The product is: [F:1][C:2]1[CH:7]=[CH:6][C:5]([C@@H:8]2[CH2:13][CH2:12][N:11]([C:23]([O:25][C:26]([CH3:29])([CH3:28])[CH3:27])=[O:24])[CH2:10][C@H:9]2[CH2:14][OH:15])=[CH:4][CH:3]=1. (4) Given the reactants [NH2:1][C:2]1[CH:7]=[C:6]([O:8][CH3:9])[CH:5]=[CH:4][C:3]=1[OH:10].N[C:12](N)=[O:13], predict the reaction product. The product is: [CH3:9][O:8][C:6]1[CH:5]=[CH:4][C:3]2[O:10][C:12](=[O:13])[NH:1][C:2]=2[CH:7]=1. (5) Given the reactants [CH3:1][C:2]1([O:5][CH2:6][CH2:7][OH:8])[CH2:4][CH2:3]1.[OH-].[Na+].[CH3:11][C:12]1[CH:17]=[CH:16][C:15]([S:18](Cl)(=[O:20])=[O:19])=[CH:14][CH:13]=1, predict the reaction product. The product is: [CH3:11][C:12]1[CH:17]=[CH:16][C:15]([S:18]([O:8][CH2:7][CH2:6][O:5][C:2]2([CH3:1])[CH2:4][CH2:3]2)(=[O:20])=[O:19])=[CH:14][CH:13]=1. (6) Given the reactants [N+:1]([C:4]1[C:5]([NH:10][C:11](=[O:14])[CH:12]=[CH2:13])=[N:6][CH:7]=[CH:8][CH:9]=1)([O-])=O.O.[Cl-].[NH4+], predict the reaction product. The product is: [NH2:1][C:4]1[C:5]([NH:10][C:11](=[O:14])[CH:12]=[CH2:13])=[N:6][CH:7]=[CH:8][CH:9]=1.